This data is from Full USPTO retrosynthesis dataset with 1.9M reactions from patents (1976-2016). The task is: Predict the reactants needed to synthesize the given product. (1) Given the product [C:1]([O:5][C:6](=[O:24])[NH:7][C@H:8]1[CH2:14][CH2:13][C@@H:12]([O:15][Si:16]([C:19]([CH3:22])([CH3:21])[CH3:20])([CH3:18])[CH3:17])[CH2:11][N:10]([CH2:27][C:28]2[CH:29]=[N:30][CH:31]=[CH:32][CH:33]=2)[C:9]1=[O:23])([CH3:4])([CH3:2])[CH3:3], predict the reactants needed to synthesize it. The reactants are: [C:1]([O:5][C:6](=[O:24])[NH:7][C@H:8]1[CH2:14][CH2:13][C@@H:12]([O:15][Si:16]([C:19]([CH3:22])([CH3:21])[CH3:20])([CH3:18])[CH3:17])[CH2:11][NH:10][C:9]1=[O:23])([CH3:4])([CH3:3])[CH3:2].Cl.Cl[CH2:27][C:28]1[CH:29]=[N:30][CH:31]=[CH:32][CH:33]=1.O. (2) Given the product [C:7]([C:11]1[N:16]=[CH:15][C:14]([C:17]2[NH:19][C:20]3[CH:25]=[CH:24][CH:23]=[CH:22][C:21]=3[N:26]=2)=[CH:13][N:12]=1)([CH3:10])([CH3:9])[CH3:8], predict the reactants needed to synthesize it. The reactants are: OOS([O-])=O.[K+].[C:7]([C:11]1[N:16]=[CH:15][C:14]([CH:17]=O)=[CH:13][N:12]=1)([CH3:10])([CH3:9])[CH3:8].[NH2:19][C:20]1[CH:25]=[CH:24][CH:23]=[CH:22][C:21]=1[NH2:26].C(=O)([O-])[O-].[K+].[K+]. (3) Given the product [CH2:15]([O:17][C:18]([C:20]1([CH2:35][O:14][C:11]2[CH:12]=[CH:13][C:8]([C:5]3[N:4]=[CH:3][C:2]([Cl:1])=[CH:7][N:6]=3)=[CH:9][CH:10]=2)[CH2:24][CH2:23][N:22]([C:25](=[O:34])[C:26]2[CH:31]=[CH:30][CH:29]=[CH:28][C:27]=2[O:32][CH3:33])[CH2:21]1)=[O:19])[CH3:16], predict the reactants needed to synthesize it. The reactants are: [Cl:1][C:2]1[CH:3]=[N:4][C:5]([C:8]2[CH:13]=[CH:12][C:11]([OH:14])=[CH:10][CH:9]=2)=[N:6][CH:7]=1.[CH2:15]([O:17][C:18]([C:20]1([CH2:35]I)[CH2:24][CH2:23][N:22]([C:25](=[O:34])[C:26]2[CH:31]=[CH:30][CH:29]=[CH:28][C:27]=2[O:32][CH3:33])[CH2:21]1)=[O:19])[CH3:16].